Dataset: Catalyst prediction with 721,799 reactions and 888 catalyst types from USPTO. Task: Predict which catalyst facilitates the given reaction. Reactant: [NH:1]1[C:9]2[C:4](=[CH:5][C:6]([C:10]3[C:18]4[C:17]([NH2:19])=[N:16][CH:15]=[N:14][C:13]=4[O:12][CH:11]=3)=[CH:7][CH:8]=2)[CH2:3][CH2:2]1.CN(C(ON1N=NC2C=CC=NC1=2)=[N+](C)C)C.F[P-](F)(F)(F)(F)F.CCN(C(C)C)C(C)C.[F:53][C:54]1[CH:55]=[C:56]([CH2:64][C:65](O)=[O:66])[CH:57]=[C:58]([C:60]([F:63])([F:62])[F:61])[CH:59]=1. Product: [F:53][C:54]1[CH:55]=[C:56]([CH2:64][C:65]([N:1]2[C:9]3[C:4](=[CH:5][C:6]([C:10]4[C:18]5[C:17]([NH2:19])=[N:16][CH:15]=[N:14][C:13]=5[O:12][CH:11]=4)=[CH:7][CH:8]=3)[CH2:3][CH2:2]2)=[O:66])[CH:57]=[C:58]([C:60]([F:62])([F:63])[F:61])[CH:59]=1. The catalyst class is: 655.